From a dataset of Reaction yield outcomes from USPTO patents with 853,638 reactions. Predict the reaction yield, written as a fraction of the theoretical maximum amount of product (1.0 means a 100% yield; for example, 0.34 means a 34% yield). (1) The reactants are [CH3:1][O:2][C:3](=[O:12])[CH2:4][C:5]1[CH:10]=[CH:9][C:8](Br)=[CH:7][CH:6]=1.C1(P(C2CCCCC2)C2C=CC=CC=2C2C(OC)=CC=CC=2OC)CCCCC1.P([O-])([O-])([O-])=O.[K+].[K+].[K+].[CH2:50]([C:52]([C:77]1[CH:82]=[CH:81][C:80](B2OC(C)(C)C(C)(C)O2)=[C:79]([CH3:92])[CH:78]=1)([C:55]1[CH:60]=[CH:59][C:58]([C:61]#[C:62][C:63]([O:72][CH2:73][O:74][CH3:75])([C:68]([F:71])([F:70])[F:69])[C:64]([F:67])([F:66])[F:65])=[C:57]([CH3:76])[CH:56]=1)[CH2:53][CH3:54])[CH3:51].C(=O)(O)[O-].[Na+]. The catalyst is C1(C)C=CC=CC=1.C([O-])(=O)C.[Pd+2].C([O-])(=O)C.O. The product is [CH3:1][O:2][C:3](=[O:12])[CH2:4][C:5]1[CH:10]=[CH:9][C:8]([C:80]2[CH:81]=[CH:82][C:77]([C:52]([CH2:53][CH3:54])([C:55]3[CH:60]=[CH:59][C:58]([C:61]#[C:62][C:63]([O:72][CH2:73][O:74][CH3:75])([C:68]([F:71])([F:70])[F:69])[C:64]([F:67])([F:66])[F:65])=[C:57]([CH3:76])[CH:56]=3)[CH2:50][CH3:51])=[CH:78][C:79]=2[CH3:92])=[CH:7][CH:6]=1. The yield is 0.860. (2) The reactants are Br[CH2:2][C:3]([CH3:5])=[CH2:4].[C:6]1(=[O:16])[NH:10][C:9](=[O:11])[C:8]2=[CH:12][CH:13]=[CH:14][CH:15]=[C:7]12.[K]. The catalyst is CN(C=O)C.O. The product is [CH3:5][C:3](=[CH2:4])[CH2:2][N:10]1[C:6](=[O:16])[C:7]2[C:8](=[CH:12][CH:13]=[CH:14][CH:15]=2)[C:9]1=[O:11]. The yield is 0.720.